This data is from Full USPTO retrosynthesis dataset with 1.9M reactions from patents (1976-2016). The task is: Predict the reactants needed to synthesize the given product. (1) The reactants are: [CH3:1][C:2]([CH3:29])([CH3:28])[CH2:3][CH2:4][C:5]([N:7]1[CH2:12][CH2:11][N:10]([C:13]2[CH:18]=[C:17]([C:19]3[N:23]=[C:22](C(Cl)(Cl)Cl)[O:21][N:20]=3)[CH:16]=[CH:15][N:14]=2)[CH2:9][CH2:8]1)=[O:6].[BH4-].[Na+]. Given the product [CH3:1][C:2]([CH3:29])([CH3:28])[CH2:3][CH2:4][C:5]([N:7]1[CH2:12][CH2:11][N:10]([C:13]2[CH:18]=[C:17]([C:19]3[N:23]=[CH:22][O:21][N:20]=3)[CH:16]=[CH:15][N:14]=2)[CH2:9][CH2:8]1)=[O:6], predict the reactants needed to synthesize it. (2) Given the product [F:37][CH:2]([F:1])[C:3]1[N:7]2[C:8]3[CH:32]=[CH:31][C:30]([C:33]([F:36])([F:35])[F:34])=[CH:29][C:9]=3[C@H:10]([C:19]3[CH:24]=[CH:23][CH:22]=[C:21]([O:25][CH3:26])[C:20]=3[O:27][CH3:28])[O:11][C@@H:12]([CH2:13][C:14]([OH:16])=[O:15])[C:6]2=[N:5][N:4]=1, predict the reactants needed to synthesize it. The reactants are: [F:1][CH:2]([F:37])[C:3]1[N:7]2[C:8]3[CH:32]=[CH:31][C:30]([C:33]([F:36])([F:35])[F:34])=[CH:29][C:9]=3[C@H:10]([C:19]3[CH:24]=[CH:23][CH:22]=[C:21]([O:25][CH3:26])[C:20]=3[O:27][CH3:28])[O:11][C@@H:12]([CH2:13][C:14]([O:16]CC)=[O:15])[C:6]2=[N:5][N:4]=1.Cl.